From a dataset of Forward reaction prediction with 1.9M reactions from USPTO patents (1976-2016). Predict the product of the given reaction. (1) Given the reactants [OH:1][CH2:2][CH2:3][O:4][CH:5]1[CH:10]([C:11]2[CH:16]=[CH:15][C:14]([O:17][CH2:18][CH2:19][CH2:20][O:21][CH2:22][C:23]3[CH:28]=[CH:27][CH:26]=[CH:25][C:24]=3[O:29][CH3:30])=[CH:13][CH:12]=2)[CH2:9][CH2:8][N:7]([C:31]([O:33][C:34]([CH3:37])([CH3:36])[CH3:35])=[O:32])[CH2:6]1.[H-].[Na+].[CH3:40][O:41][C:42](=[O:53])[CH2:43][C:44]1[C:45]([Cl:52])=[N:46][C:47]([CH3:51])=[N:48][C:49]=1Cl.O, predict the reaction product. The product is: [Cl:52][C:45]1[N:46]=[C:47]([CH3:51])[N:48]=[C:49]([O:1][CH2:2][CH2:3][O:4][CH:5]2[CH:10]([C:11]3[CH:12]=[CH:13][C:14]([O:17][CH2:18][CH2:19][CH2:20][O:21][CH2:22][C:23]4[CH:28]=[CH:27][CH:26]=[CH:25][C:24]=4[O:29][CH3:30])=[CH:15][CH:16]=3)[CH2:9][CH2:8][N:7]([C:31]([O:33][C:34]([CH3:37])([CH3:36])[CH3:35])=[O:32])[CH2:6]2)[C:44]=1[CH2:43][C:42]([O:41][CH3:40])=[O:53]. (2) Given the reactants [CH2:1]([O:8][CH2:9][C@H:10]([NH:24][C:25](=[O:43])[C@@H:26]([NH:34][C:35]([N:37]1[CH2:42][CH2:41][O:40][CH2:39][CH2:38]1)=[O:36])[CH2:27][CH:28]1[CH2:33][CH2:32][CH2:31][CH2:30][CH2:29]1)[CH:11]([OH:23])[C:12](=[O:22])[NH:13][C:14]([CH3:21])([CH3:20])[CH2:15][C:16]([CH3:19])([CH3:18])[CH3:17])[C:2]1[CH:7]=[CH:6][CH:5]=[CH:4][CH:3]=1.CC(OI1(OC(C)=O)(OC(C)=O)OC(=O)C2C=CC=CC1=2)=O, predict the reaction product. The product is: [CH2:1]([O:8][CH2:9][C@H:10]([NH:24][C:25](=[O:43])[C@@H:26]([NH:34][C:35]([N:37]1[CH2:42][CH2:41][O:40][CH2:39][CH2:38]1)=[O:36])[CH2:27][CH:28]1[CH2:33][CH2:32][CH2:31][CH2:30][CH2:29]1)[C:11](=[O:23])[C:12](=[O:22])[NH:13][C:14]([CH3:21])([CH3:20])[CH2:15][C:16]([CH3:18])([CH3:17])[CH3:19])[C:2]1[CH:3]=[CH:4][CH:5]=[CH:6][CH:7]=1. (3) Given the reactants [C:1]([O-:4])(=[O:3])C.[O:5]=[C:6]1[C@@H:9]([NH3+:10])[CH2:8][NH:7]1.[CH3:11]CN(C(C)C)C(C)C.[C:20]1([C:26]2[N:31]=[CH:30][C:29](C3C=CN(C([O-])=O)C(=O)C=3C)=[CH:28][N:27]=2)[CH:25]=[CH:24][CH:23]=[CH:22][CH:21]=1.C([O-])(O)=O.[Na+], predict the reaction product. The product is: [C:20]1([C:26]2[N:27]=[CH:28][C:29]([O:4][C:1](=[O:3])[N:10]([CH3:11])[C@H:9]3[CH2:8][NH:7][C:6]3=[O:5])=[CH:30][N:31]=2)[CH:21]=[CH:22][CH:23]=[CH:24][CH:25]=1. (4) Given the reactants [CH:1]([N:14]1[CH2:17][CH:16]([C:18]#N)[CH2:15]1)([C:8]1[CH:13]=[CH:12][CH:11]=[CH:10][CH:9]=1)[C:2]1[CH:7]=[CH:6][CH:5]=[CH:4][CH:3]=1.[Cl:20][C:21]1[CH:26]=[CH:25][C:24]([Mg]Br)=[CH:23][CH:22]=1.C([O:31]CC)C, predict the reaction product. The product is: [CH:1]([N:14]1[CH2:17][CH:16]([C:18]([C:24]2[CH:25]=[CH:26][C:21]([Cl:20])=[CH:22][CH:23]=2)=[O:31])[CH2:15]1)([C:8]1[CH:13]=[CH:12][CH:11]=[CH:10][CH:9]=1)[C:2]1[CH:7]=[CH:6][CH:5]=[CH:4][CH:3]=1. (5) Given the reactants [Cl:1][C:2]1[C:7]([N+:8]([O-:10])=[O:9])=[CH:6][CH:5]=[C:4]([Cl:11])[C:3]=1[S:12](Cl)(=[O:14])=[O:13].[NH2:16][CH2:17][CH:18]1[CH2:22][CH2:21][CH2:20][N:19]1[CH2:23][CH3:24].C(N(CC)CC)C, predict the reaction product. The product is: [CH2:23]([N:19]1[CH2:20][CH2:21][CH2:22][CH:18]1[CH2:17][NH:16][S:12]([C:3]1[C:4]([Cl:11])=[CH:5][CH:6]=[C:7]([N+:8]([O-:10])=[O:9])[C:2]=1[Cl:1])(=[O:14])=[O:13])[CH3:24]. (6) Given the reactants [NH2:1][C:2]1[S:3][CH:4]=[CH:5][C:6]=1[C:7]([O:9][CH3:10])=[O:8].C(O)(=O)C.CO[C:17](OC)([CH3:19])[CH3:18].C(O[BH-](OC(=O)C)OC(=O)C)(=O)C.[Na+], predict the reaction product. The product is: [CH:17]([NH:1][C:2]1[S:3][CH:4]=[CH:5][C:6]=1[C:7]([O:9][CH3:10])=[O:8])([CH3:19])[CH3:18]. (7) Given the reactants [F:1][C:2]1[CH:7]=[CH:6][C:5](B(O)O)=[CH:4][CH:3]=1.Br[C:12]1[CH:19]=[CH:18][CH:17]=[CH:16][C:13]=1[CH2:14][OH:15].C([O-])([O-])=O.[Na+].[Na+], predict the reaction product. The product is: [F:1][C:2]1[CH:7]=[CH:6][C:5]([C:12]2[CH:19]=[CH:18][CH:17]=[CH:16][C:13]=2[CH2:14][OH:15])=[CH:4][CH:3]=1.